From a dataset of Forward reaction prediction with 1.9M reactions from USPTO patents (1976-2016). Predict the product of the given reaction. (1) Given the reactants [NH2:1][C@H:2]([CH2:7][C:8]1[CH:13]=[CH:12][C:11]([OH:14])=[CH:10][CH:9]=1)[C:3]([O:5][CH3:6])=[O:4].C(=O)(O)[O-].[Na+].[C:20](O[C:20]([O:22][C:23]([CH3:26])([CH3:25])[CH3:24])=[O:21])([O:22][C:23]([CH3:26])([CH3:25])[CH3:24])=[O:21], predict the reaction product. The product is: [C:23]([O:22][C:20]([NH:1][C@H:2]([CH2:7][C:8]1[CH:9]=[CH:10][C:11]([OH:14])=[CH:12][CH:13]=1)[C:3]([O:5][CH3:6])=[O:4])=[O:21])([CH3:26])([CH3:25])[CH3:24]. (2) Given the reactants [Br:1][C:2]1[CH:11]=[C:10]2[C:5]([C:6](Cl)=[CH:7][CH:8]=[N:9]2)=[CH:4][CH:3]=1.[S-2:13].[Na+].[Na+], predict the reaction product. The product is: [Br:1][C:2]1[CH:11]=[C:10]2[C:5]([C:6]([SH:13])=[CH:7][CH:8]=[N:9]2)=[CH:4][CH:3]=1. (3) The product is: [CH3:24][O:23][C:18]1[CH:17]=[C:16]([O:25][CH3:26])[CH:15]=[C:14]2[C:19]=1[C:20](=[O:22])[NH:21][C:12]([C:8]1[CH:9]=[C:10]([CH3:11])[C:5]([O:4][CH2:3][CH2:2][N:36]3[C:35](=[O:40])[CH:34]([C:28]4[CH:29]=[CH:30][CH:31]=[CH:32][CH:33]=4)[NH:38][C:37]3=[O:39])=[C:6]([CH3:27])[CH:7]=1)=[N:13]2. Given the reactants O[CH2:2][CH2:3][O:4][C:5]1[C:10]([CH3:11])=[CH:9][C:8]([C:12]2[NH:21][C:20](=[O:22])[C:19]3[C:14](=[CH:15][C:16]([O:25][CH3:26])=[CH:17][C:18]=3[O:23][CH3:24])[N:13]=2)=[CH:7][C:6]=1[CH3:27].[C:28]1([CH:34]2[NH:38][C:37](=[O:39])[NH:36][C:35]2=[O:40])[CH:33]=[CH:32][CH:31]=[CH:30][CH:29]=1.C1(P(C2C=CC=CC=2)C2C=CC=CC=2)C=CC=CC=1.N(C(OCC)=O)=NC(OCC)=O, predict the reaction product. (4) Given the reactants [CH2:1]([O:3][C:4]1[C:5](I)=[CH:6][C:7]([O:10][CH3:11])=[N:8][CH:9]=1)[CH3:2].[Cl:13][C:14]1[CH:15]=[CH:16][C:17]([C:23]#[N:24])=[C:18](B(O)O)[CH:19]=1, predict the reaction product. The product is: [Cl:13][C:14]1[CH:15]=[CH:16][C:17]([C:23]#[N:24])=[C:18]([C:5]2[C:4]([O:3][CH2:1][CH3:2])=[CH:9][N:8]=[C:7]([O:10][CH3:11])[CH:6]=2)[CH:19]=1. (5) Given the reactants [N:1]([CH:4]1[C:8]2[C:9]([F:14])=[C:10]([Cl:13])[CH:11]=[CH:12][C:7]=2[O:6][CH2:5]1)=[N+]=[N-].C1(P(N=[N+]=[N-])(C2C=CC=CC=2)=O)C=CC=CC=1.ClC1C=CC2OCC(O)C=2C=1F.C1CCN2C(=NCCC2)CC1, predict the reaction product. The product is: [Cl:13][C:10]1[CH:11]=[CH:12][C:7]2[O:6][CH2:5][CH:4]([NH2:1])[C:8]=2[C:9]=1[F:14].